From a dataset of CYP1A2 inhibition data for predicting drug metabolism from PubChem BioAssay. Regression/Classification. Given a drug SMILES string, predict its absorption, distribution, metabolism, or excretion properties. Task type varies by dataset: regression for continuous measurements (e.g., permeability, clearance, half-life) or binary classification for categorical outcomes (e.g., BBB penetration, CYP inhibition). Dataset: cyp1a2_veith. (1) The drug is CC(=O)OC[C@@H]1O[C@@H](O/N=C2/C[C@@H](O)[C@@H](O)[C@H]3[C@@H]2CC[C@@H]2C(=O)N(C[C@@H]4CCCO4)C(=O)[C@H]23)[C@H](OC(C)=O)[C@H](OC(C)=O)[C@@H]1OC(C)=O. The result is 0 (non-inhibitor). (2) The molecule is COc1cc(C(=O)NCC(c2cccnc2)N2CCN(C)CC2)cc(OC)c1OC. The result is 1 (inhibitor).